Predict the reactants needed to synthesize the given product. From a dataset of Full USPTO retrosynthesis dataset with 1.9M reactions from patents (1976-2016). (1) Given the product [Br:1][C:2]1[CH:3]=[C:4]([CH:11]=[C:12]([CH2:15][CH2:16][CH2:17][O:18][CH3:19])[C:13]=1[CH3:14])[C:5]([NH:7][CH:8]1[CH2:10][CH2:9]1)=[O:6], predict the reactants needed to synthesize it. The reactants are: [Br:1][C:2]1[CH:3]=[C:4]([CH:11]=[C:12]([C:15]#[C:16][CH2:17][O:18][CH3:19])[C:13]=1[CH3:14])[C:5]([NH:7][CH:8]1[CH2:10][CH2:9]1)=[O:6].C(N(CC)CC)C. (2) Given the product [C:15]1([S:21]([N:1]2[C:9]3[CH:8]=[CH:7][N:6]=[CH:5][C:4]=3[CH:3]=[CH:2]2)(=[O:23])=[O:22])[CH:20]=[CH:19][CH:18]=[CH:17][CH:16]=1, predict the reactants needed to synthesize it. The reactants are: [NH:1]1[C:9]2[CH:8]=[CH:7][N:6]=[CH:5][C:4]=2[CH:3]=[CH:2]1.C1COCC1.[C:15]1([S:21](Cl)(=[O:23])=[O:22])[CH:20]=[CH:19][CH:18]=[CH:17][CH:16]=1. (3) The reactants are: [CH3:1][C:2]1[N:3]=[CH:4][N:5]([C:7]2[CH:12]=[C:11]([C:13]([F:16])([F:15])[F:14])[CH:10]=[C:9]([N+:17]([O-])=O)[CH:8]=2)[CH:6]=1. Given the product [CH3:1][C:2]1[N:3]=[CH:4][N:5]([C:7]2[CH:8]=[C:9]([CH:10]=[C:11]([C:13]([F:16])([F:14])[F:15])[CH:12]=2)[NH2:17])[CH:6]=1, predict the reactants needed to synthesize it. (4) Given the product [CH2:2]([N:6]1[C:10]([CH3:11])=[C:9]([CH3:12])[S:8]/[C:7]/1=[N:13]\[C:27](=[O:28])[C:26]1[CH:30]=[C:22]([Cl:21])[CH:23]=[CH:24][C:25]=1[O:31][CH3:32])[CH2:3][CH2:4][CH3:5], predict the reactants needed to synthesize it. The reactants are: I.[CH2:2]([N:6]1[C:10]([CH3:11])=[C:9]([CH3:12])[S:8][C:7]1=[NH:13])[CH2:3][CH2:4][CH3:5].C(N(CC)CC)C.[Cl:21][C:22]1[CH:23]=[CH:24][C:25]([O:31][CH3:32])=[C:26]([CH:30]=1)[C:27](Cl)=[O:28]. (5) Given the product [C:1]1([CH2:7][CH2:8][C:9]2[CH:10]=[CH:11][C:12]([CH2:13][NH:14][C:20](=[O:21])[C:19]3[CH:23]=[CH:24][C:25]([CH3:27])=[N:26][C:18]=3[NH2:17])=[CH:15][CH:16]=2)[CH:2]=[CH:3][CH:4]=[CH:5][CH:6]=1, predict the reactants needed to synthesize it. The reactants are: [C:1]1([CH2:7][CH2:8][C:9]2[CH:16]=[CH:15][C:12]([CH2:13][NH2:14])=[CH:11][CH:10]=2)[CH:6]=[CH:5][CH:4]=[CH:3][CH:2]=1.[NH2:17][C:18]1[N:26]=[C:25]([CH3:27])[CH:24]=[CH:23][C:19]=1[C:20](O)=[O:21].ON1C2C=CC=CC=2N=N1.CCN=C=NCCCN(C)C. (6) The reactants are: Br[C:2]1[CH:3]=[CH:4][C:5]([C:8]2[CH2:12][C@@H:11]([CH2:13][N:14]3[CH2:19][CH2:18][CH2:17][CH2:16][CH2:15]3)[O:10][N:9]=2)=[N:6][CH:7]=1.[F:20][C:21]1[CH:22]=[C:23]([N:36]2[CH2:40][C@H:39]([CH2:41][N:42]3[CH:46]=[CH:45][N:44]=[N:43]3)[O:38][C:37]2=[O:47])[CH:24]=[CH:25][C:26]=1B1OC(C)(C)C(C)(C)O1.C(=O)([O-])[O-].[K+].[K+]. Given the product [F:20][C:21]1[CH:22]=[C:23]([N:36]2[CH2:40][C@H:39]([CH2:41][N:42]3[CH:46]=[CH:45][N:44]=[N:43]3)[O:38][C:37]2=[O:47])[CH:24]=[CH:25][C:26]=1[C:2]1[CH:7]=[N:6][C:5]([C:8]2[CH2:12][C@@H:11]([CH2:13][N:14]3[CH2:19][CH2:18][CH2:17][CH2:16][CH2:15]3)[O:10][N:9]=2)=[CH:4][CH:3]=1, predict the reactants needed to synthesize it. (7) Given the product [CH3:10][C:8]1[N:9]=[C:5]([NH:4][C:1](=[O:3])[CH3:2])[S:6][C:7]=1[C:11]1[S:15][C:14]([S:16]([N:21]2[CH2:26][CH2:25][NH:24][CH2:23][CH2:22]2)(=[O:18])=[O:17])=[CH:13][CH:12]=1, predict the reactants needed to synthesize it. The reactants are: [C:1]([NH:4][C:5]1[S:6][C:7]([C:11]2[S:15][C:14]([S:16](Cl)(=[O:18])=[O:17])=[CH:13][CH:12]=2)=[C:8]([CH3:10])[N:9]=1)(=[O:3])[CH3:2].C[N:21]1[CH2:26][CH2:25][NH:24][CH2:23][CH2:22]1.CCN(C(C)C)C(C)C.O.